Dataset: HIV replication inhibition screening data with 41,000+ compounds from the AIDS Antiviral Screen. Task: Binary Classification. Given a drug SMILES string, predict its activity (active/inactive) in a high-throughput screening assay against a specified biological target. The molecule is O=C1CN=C(c2ccc[nH]2)c2cc(Cl)ccc2N1. The result is 1 (active).